This data is from Full USPTO retrosynthesis dataset with 1.9M reactions from patents (1976-2016). The task is: Predict the reactants needed to synthesize the given product. (1) Given the product [CH3:14][O:13][C:8]1[CH:9]=[C:10]2[C:5](=[CH:6][CH:7]=1)[C:4]([CH2:24][CH:19]=[CH2:20])=[C:3]([OH:2])[CH:12]=[CH:11]2, predict the reactants needed to synthesize it. The reactants are: C[O:2][C:3]1[CH:4]=[C:5]2[C:10](=[CH:11][CH:12]=1)[CH:9]=[C:8]([O:13][CH2:14]C=C)[CH:7]=[CH:6]2.CN(C)[C:19]1[CH:24]=CC=C[CH:20]=1. (2) Given the product [CH3:21][O:20][C:18]([C@@H:16]1[CH2:17][C@:12]2([O:11][C:10](=[O:32])[N:9]([C:5]3[CH:6]=[CH:7][CH:8]=[C:3]([Cl:2])[CH:4]=3)[CH2:13]2)[CH2:14][NH:15]1)=[O:19], predict the reactants needed to synthesize it. The reactants are: Cl.[Cl:2][C:3]1[CH:4]=[C:5]([N:9]2[CH2:13][C@@:12]3([CH2:17][C@@H:16]([C:18]([O:20][C:21](C)(C)C)=[O:19])[N:15](C(OC(C)(C)C)=O)[CH2:14]3)[O:11][C:10]2=[O:32])[CH:6]=[CH:7][CH:8]=1. (3) Given the product [Br:1][C:2]1[C:3]([C@:8]([NH:9][S@:10]([C:12]([CH3:15])([CH3:14])[CH3:13])=[O:11])([C:16]2[CH:21]=[CH:20][C:19]([O:22][C:23]([F:26])([F:24])[F:25])=[C:18]([F:27])[CH:17]=2)[CH:28]=[CH2:29])=[N:4][CH:5]=[CH:6][CH:7]=1, predict the reactants needed to synthesize it. The reactants are: [Br:1][C:2]1[C:3](/[C:8](/[C:16]2[CH:21]=[CH:20][C:19]([O:22][C:23]([F:26])([F:25])[F:24])=[C:18]([F:27])[CH:17]=2)=[N:9]\[S@:10]([C:12]([CH3:15])([CH3:14])[CH3:13])=[O:11])=[N:4][CH:5]=[CH:6][CH:7]=1.[CH:28]([Mg]Cl)=[CH2:29]. (4) Given the product [Cl:1][C:2]1[CH:7]=[C:6]([Cl:8])[CH:5]=[CH:4][C:3]=1[CH:9]1[CH:18]([C:19]([NH:21][CH2:22][CH2:23][C:24]2[CH:25]=[C:26]([CH:27]=[CH:28][CH:29]=2)[O:30][C@@H:59]([CH3:67])[C:60]([O:62][C:63]([CH3:66])([CH3:65])[CH3:64])=[O:61])=[O:20])[C:17]2[C:12](=[CH:13][CH:14]=[CH:15][CH:16]=2)[C:11](=[O:31])[N:10]1[CH:32]1[CH2:37][CH2:36][CH2:35][CH2:34][CH:33]1[OH:38], predict the reactants needed to synthesize it. The reactants are: [Cl:1][C:2]1[CH:7]=[C:6]([Cl:8])[CH:5]=[CH:4][C:3]=1[CH:9]1[CH:18]([C:19]([NH:21][CH2:22][CH2:23][C:24]2[CH:29]=[CH:28][CH:27]=[C:26]([OH:30])[CH:25]=2)=[O:20])[C:17]2[C:12](=[CH:13][CH:14]=[CH:15][CH:16]=2)[C:11](=[O:31])[N:10]1[CH:32]1[CH2:37][CH2:36][CH2:35][CH2:34][CH:33]1[OH:38].C1(P(C2C=CC=CC=2)C2C=CC=CC=2)C=CC=CC=1.O[C@H:59]([CH3:67])[C:60]([O:62][C:63]([CH3:66])([CH3:65])[CH3:64])=[O:61].N(C(OCC)=O)=NC(OCC)=O. (5) Given the product [CH2:1]([O:4][C:8]1[S:9][CH:10]=[C:11]([C:13]([O:15][CH2:16][CH3:17])=[O:14])[N:12]=1)[C:2]#[CH:3], predict the reactants needed to synthesize it. The reactants are: [CH2:1]([OH:4])[C:2]#[CH:3].[H-].[Na+].Cl[C:8]1[S:9][CH:10]=[C:11]([C:13]([O:15][CH2:16][CH3:17])=[O:14])[N:12]=1.[Cl-].[NH4+].